From a dataset of Catalyst prediction with 721,799 reactions and 888 catalyst types from USPTO. Predict which catalyst facilitates the given reaction. (1) Reactant: C(=O)([O-])[O-].[Ca+2].[C:6](Cl)(Cl)=[S:7].O.[Cl:11][C:12]1[CH:17]=[C:16]([NH2:18])[CH:15]=[CH:14][N:13]=1. Product: [Cl:11][C:12]1[CH:17]=[C:16]([N:18]=[C:6]=[S:7])[CH:15]=[CH:14][N:13]=1. The catalyst class is: 4. (2) Reactant: [C:1]1([CH3:16])[CH:6]=[CH:5][C:4]([S:7]([NH:10][C@H:11]([C:13]([OH:15])=O)[CH3:12])(=[O:9])=[O:8])=[CH:3][CH:2]=1.F[P-](F)(F)(F)(F)F.N1(O[P+](N(C)C)(N(C)C)N(C)C)C2C=CC=CC=2N=N1.CN1CCOCC1.[CH2:51]([O:58][C:59](=[O:69])[C@H:60]([CH2:62][C:63]1[CH:68]=[CH:67][CH:66]=[CH:65][CH:64]=1)[NH2:61])[C:52]1[CH:57]=[CH:56][CH:55]=[CH:54][CH:53]=1. Product: [CH2:51]([O:58][C:59](=[O:69])[C@H:60]([CH2:62][C:63]1[CH:68]=[CH:67][CH:66]=[CH:65][CH:64]=1)[NH:61][C:13](=[O:15])[C@H:11]([CH3:12])[NH:10][S:7]([C:4]1[CH:3]=[CH:2][C:1]([CH3:16])=[CH:6][CH:5]=1)(=[O:8])=[O:9])[C:52]1[CH:53]=[CH:54][CH:55]=[CH:56][CH:57]=1. The catalyst class is: 3. (3) Reactant: C([O-])(O)=O.[Na+].C(N[C@@H](C(O)=O)CC(C)C)(=O)C.[CH3:18][C@H:19]1[CH2:24][CH2:23][NH:22][CH2:21][C@@H:20]1[C:25]([O:27][CH3:28])=[O:26]. Product: [CH3:18][C@H:19]1[CH2:24][CH2:23][NH:22][CH2:21][C@@H:20]1[C:25]([O:27][CH3:28])=[O:26]. The catalyst class is: 2. (4) Reactant: [CH2:1]([O:3][C:4]1[CH:9]=[CH:8][C:7]([C:10]2[CH:11]=[C:12]3[C:16](=[CH:17][CH:18]=2)[C:15](=[O:19])[O:14][CH2:13]3)=[C:6]([OH:20])[C:5]=1[O:21][CH3:22])[CH3:2].C(=O)([O-])[O-].[K+].[K+].Br[CH2:30][C:31]([CH3:35])([CH3:34])[CH2:32][OH:33]. Product: [CH2:1]([O:3][C:4]1[CH:9]=[CH:8][C:7]([C:10]2[CH:11]=[C:12]3[C:16](=[CH:17][CH:18]=2)[C:15](=[O:19])[O:14][CH2:13]3)=[C:6]([O:20][CH2:30][C:31]([CH3:35])([CH3:34])[CH2:32][OH:33])[C:5]=1[O:21][CH3:22])[CH3:2]. The catalyst class is: 10. (5) Reactant: [O:1]([C:8]1[CH:23]=[CH:22][C:11]([O:12][C:13]2[C:14]3[NH:21][CH:20]=[CH:19][C:15]=3[N:16]=[CH:17][N:18]=2)=[CH:10][CH:9]=1)[C:2]1[CH:7]=[CH:6][CH:5]=[CH:4][CH:3]=1.O[CH:25]1[CH2:28][N:27]([C:29]([O:31][C:32]([CH3:35])([CH3:34])[CH3:33])=[O:30])[CH2:26]1.C1(P(C2C=CC=CC=2)C2C=CC=CC=2)C=CC=CC=1.N(C(OC(C)C)=O)=NC(OC(C)C)=O. Product: [O:1]([C:8]1[CH:23]=[CH:22][C:11]([O:12][C:13]2[C:14]3[N:21]([CH:25]4[CH2:26][N:27]([C:29]([O:31][C:32]([CH3:35])([CH3:34])[CH3:33])=[O:30])[CH2:28]4)[CH:20]=[CH:19][C:15]=3[N:16]=[CH:17][N:18]=2)=[CH:10][CH:9]=1)[C:2]1[CH:7]=[CH:6][CH:5]=[CH:4][CH:3]=1. The catalyst class is: 1. (6) Reactant: CCOCC.[CH3:6][O:7][C:8](=[O:34])[CH2:9][CH2:10][CH2:11][CH2:12][CH2:13][CH:14]([O:24][CH2:25][C:26]1[CH:31]=[CH:30][C:29]([O:32][CH3:33])=[CH:28][CH:27]=1)[C:15](=[O:23])[NH:16][C:17]1[CH:22]=[CH:21][CH:20]=[CH:19][CH:18]=1. Product: [CH3:6][O:7][C:8](=[O:34])[CH2:9][CH2:10][CH2:11][CH2:12][CH2:13][C@@H:14]([O:24][CH2:25][C:26]1[CH:31]=[CH:30][C:29]([O:32][CH3:33])=[CH:28][CH:27]=1)[C:15](=[O:23])[NH:16][C:17]1[CH:22]=[CH:21][CH:20]=[CH:19][CH:18]=1. The catalyst class is: 22. (7) Reactant: [N:1]1[C:10]2[C:5](=[CH:6][CH:7]=[CH:8][CH:9]=2)[CH:4]=[CH:3][C:2]=1[CH2:11][CH2:12][NH:13][OH:14].[Br:15][C:16]1[CH:24]=[CH:23][CH:22]=[C:21]([F:25])[C:17]=1[C:18](O)=[O:19].CCN(C(C)C)C(C)C. Product: [Br:15][C:16]1[CH:24]=[CH:23][CH:22]=[C:21]([F:25])[C:17]=1[C:18]([N:13]([OH:14])[CH2:12][CH2:11][C:2]1[CH:3]=[CH:4][C:5]2[C:10](=[CH:9][CH:8]=[CH:7][CH:6]=2)[N:1]=1)=[O:19]. The catalyst class is: 31. (8) Reactant: Cl[C:2]1[C:11]2=[N:12][N:13](CC3C=CC(OC)=CC=3)[CH:14]=[C:10]2[C:9]2[CH:8]=[CH:7][CH:6]=[CH:5][C:4]=2[N:3]=1.[CH3:24][N:25]1[C:33]2[C:28](=[CH:29][CH:30]=[C:31]([NH2:34])[CH:32]=2)[CH:27]=[N:26]1.Cl. Product: [CH3:24][N:25]1[C:33]2[C:28](=[CH:29][CH:30]=[C:31]([NH:34][C:2]3[C:11]4=[N:12][NH:13][CH:14]=[C:10]4[C:9]4[CH:8]=[CH:7][CH:6]=[CH:5][C:4]=4[N:3]=3)[CH:32]=2)[CH:27]=[N:26]1. The catalyst class is: 71. (9) Reactant: [CH2:1]([O:8][C:9]1[CH:15]=[CH:14][C:12]([NH2:13])=[CH:11][CH:10]=1)[C:2]1[CH:7]=[CH:6][CH:5]=[CH:4][CH:3]=1.[CH2:16](Br)[CH:17]=[CH2:18].C(=O)([O-])[O-].[K+].[K+]. Product: [CH2:18]([NH:13][C:12]1[CH:11]=[CH:10][C:9]([O:8][CH2:1][C:2]2[CH:3]=[CH:4][CH:5]=[CH:6][CH:7]=2)=[CH:15][CH:14]=1)[CH:17]=[CH2:16]. The catalyst class is: 9.